From a dataset of Peptide-MHC class I binding affinity with 185,985 pairs from IEDB/IMGT. Regression. Given a peptide amino acid sequence and an MHC pseudo amino acid sequence, predict their binding affinity value. This is MHC class I binding data. The peptide sequence is IEAEVIPA. The MHC is HLA-B44:02 with pseudo-sequence HLA-B44:02. The binding affinity (normalized) is 0.485.